Dataset: Catalyst prediction with 721,799 reactions and 888 catalyst types from USPTO. Task: Predict which catalyst facilitates the given reaction. (1) The catalyst class is: 740. Reactant: [Al+3:1].[Cl-].[Cl-].[Cl-].[C:5]1([Mg]Br)[CH:10]=[CH:9][CH:8]=[CH:7][CH:6]=1.[C:13]1(C)[CH:18]=[CH:17][CH:16]=[CH:15][CH:14]=1. Product: [C:5]1([Al:1]([C:13]2[CH:14]=[CH:15][CH:16]=[CH:17][CH:18]=2)[C:5]2[CH:10]=[CH:9][CH:8]=[CH:7][CH:6]=2)[CH:10]=[CH:9][CH:8]=[CH:7][CH:6]=1. (2) Reactant: [CH3:1][O:2][C:3]1[N:4]=[C:5]2[C:10](=[CH:11][CH:12]=1)[N:9]=[CH:8][CH:7]=[C:6]2[CH2:13][CH2:14][N:15]1[CH2:20][CH2:19][CH2:18][CH:17]([CH2:21][NH2:22])[CH2:16]1.CCN(C(C)C)C(C)C.[O:32]=[C:33]1[CH2:38][S:37][C:36]2[CH:39]=[CH:40][C:41]([S:43](Cl)(=[O:45])=[O:44])=[N:42][C:35]=2[NH:34]1. Product: [CH3:1][O:2][C:3]1[N:4]=[C:5]2[C:10](=[CH:11][CH:12]=1)[N:9]=[CH:8][CH:7]=[C:6]2[CH2:13][CH2:14][N:15]1[CH2:20][CH2:19][CH2:18][CH:17]([CH2:21][NH:22][S:43]([C:41]2[CH:40]=[CH:39][C:36]3[S:37][CH2:38][C:33](=[O:32])[NH:34][C:35]=3[N:42]=2)(=[O:45])=[O:44])[CH2:16]1. The catalyst class is: 2.